The task is: Predict the reaction yield, written as a fraction of the theoretical maximum amount of product (1.0 means a 100% yield; for example, 0.34 means a 34% yield).. This data is from Reaction yield outcomes from USPTO patents with 853,638 reactions. (1) The reactants are Cl[C:2]1[S:3][C:4]2[CH:10]=[C:9]([N+:11]([O-:13])=[O:12])[CH:8]=[CH:7][C:5]=2[N:6]=1.[CH3:14][NH:15][CH2:16][CH2:17][NH:18][CH3:19]. The catalyst is C1COCC1. The product is [CH3:14][N:15]([C:2]1[S:3][C:4]2[CH:10]=[C:9]([N+:11]([O-:13])=[O:12])[CH:8]=[CH:7][C:5]=2[N:6]=1)[CH2:16][CH2:17][NH:18][CH3:19]. The yield is 0.180. (2) The reactants are [N:1]1([C:10]2[S:14][C:13]([C:15]([O:17]C)=O)=[C:12]([O:19][CH2:20][C:21]3[CH:26]=[CH:25][CH:24]=[C:23]([Cl:27])[CH:22]=3)[CH:11]=2)[C:5]2[CH:6]=[CH:7][CH:8]=[CH:9][C:4]=2[N:3]=[CH:2]1.[NH3:28]. No catalyst specified. The product is [N:1]1([C:10]2[S:14][C:13]([C:15]([NH2:28])=[O:17])=[C:12]([O:19][CH2:20][C:21]3[CH:26]=[CH:25][CH:24]=[C:23]([Cl:27])[CH:22]=3)[CH:11]=2)[C:5]2[CH:6]=[CH:7][CH:8]=[CH:9][C:4]=2[N:3]=[CH:2]1. The yield is 0.270. (3) The product is [NH2:14][CH:15]([CH2:39][C:40]1[CH:45]=[CH:44][C:43]([B:46]2[O:50][C:49]([CH3:52])([CH3:51])[C:48]([CH3:54])([CH3:53])[O:47]2)=[C:42]([F:55])[CH:41]=1)[C:16]([O:18][CH2:19][CH3:20])=[O:17]. The catalyst is C1COCC1.O.Cl. The reactants are C1(C(=[N:14][CH2:15][C:16]([O:18][CH2:19][CH3:20])=[O:17])C2C=CC=CC=2)C=CC=CC=1.C[Si]([N-][Si](C)(C)C)(C)C.[K+].C1(C)C=CC=CC=1.Br[CH2:39][C:40]1[CH:45]=[CH:44][C:43]([B:46]2[O:50][C:49]([CH3:52])([CH3:51])[C:48]([CH3:54])([CH3:53])[O:47]2)=[C:42]([F:55])[CH:41]=1. The yield is 0.460.